Dataset: Forward reaction prediction with 1.9M reactions from USPTO patents (1976-2016). Task: Predict the product of the given reaction. (1) Given the reactants [NH2:1][C:2]1[C:3]([C:8]([OH:10])=[O:9])=[N:4][CH:5]=[CH:6][CH:7]=1.CCN(C(C)C)C(C)C.[CH3:20][C:21]1[C:30]2[C:25](=[CH:26][CH:27]=[CH:28][CH:29]=2)[C:24]([C:31](Cl)=O)=[CH:23][CH:22]=1.S(Cl)(Cl)=O.CN(C(ON1N=NC2C=CC=NC1=2)=[N+](C)C)C.F[P-](F)(F)(F)(F)F, predict the reaction product. The product is: [CH3:31][C:24]1[C:25]2[C:30](=[CH:29][CH:28]=[CH:27][CH:26]=2)[C:21]([C:20]2[O:9][C:8](=[O:10])[C:3]3[N:4]=[CH:5][CH:6]=[CH:7][C:2]=3[N:1]=2)=[CH:22][CH:23]=1. (2) Given the reactants [CH2:1](/[C:3](/[C:6]1[C:14]2[NH:13][C:12](=[O:15])[NH:11][C:10]=2[CH:9]=[CH:8][CH:7]=1)=[CH:4]\[CH3:5])[CH3:2].C(/C(/C1C2NC(=O)NC=2C=CC=1)=C/C)C.C([O-])=O.[NH4+], predict the reaction product. The product is: [CH2:1]([CH:3]([C:6]1[C:14]2[NH:13][C:12](=[O:15])[NH:11][C:10]=2[CH:9]=[CH:8][CH:7]=1)[CH2:4][CH3:5])[CH3:2]. (3) Given the reactants [F:1][C:2]1[C:19]([C:20]2[CH:25]=[CH:24][CH:23]=[C:22]([F:26])[CH:21]=2)=[CH:18][C:17]([CH3:27])=[CH:16][C:3]=1[C:4]([NH:6][C:7]1[C:12]([CH3:13])=[CH:11][CH:10]=[C:9]([OH:14])[C:8]=1[CH3:15])=O, predict the reaction product. The product is: [F:1][C:2]1[C:19]([C:20]2[CH:25]=[CH:24][CH:23]=[C:22]([F:26])[CH:21]=2)=[CH:18][C:17]([CH3:27])=[CH:16][C:3]=1[CH2:4][NH:6][C:7]1[C:8]([CH3:15])=[C:9]([OH:14])[CH:10]=[CH:11][C:12]=1[CH3:13]. (4) The product is: [O:22]=[S:17]1(=[O:21])[CH2:18][CH2:19][CH2:20][N:16]1[C:14]1[CH:13]=[CH:12][C:11]([C:23]([N:25]2[CH2:26][CH2:27][N:28]([C:31]3[C:36]([CH3:37])=[CH:35][C:34]([CH3:38])=[C:33]([CH3:39])[N:32]=3)[CH2:29][CH2:30]2)=[O:24])=[C:10]([CH:15]=1)[C:9]([NH:8][CH3:6])=[O:40]. Given the reactants C(O[C:6]([N:8](C(OC(C)(C)C)=O)[C:9](=[O:40])[C:10]1[CH:15]=[C:14]([N:16]2[CH2:20][CH2:19][CH2:18][S:17]2(=[O:22])=[O:21])[CH:13]=[CH:12][C:11]=1[C:23]([N:25]1[CH2:30][CH2:29][N:28]([C:31]2[C:36]([CH3:37])=[CH:35][C:34]([CH3:38])=[C:33]([CH3:39])[N:32]=2)[CH2:27][CH2:26]1)=[O:24])=O)(C)(C)C.O1CCCC1.CN, predict the reaction product. (5) Given the reactants [F:1][C:2]1[CH:7]=[CH:6][C:5]([CH2:8][C:9]([OH:11])=O)=[CH:4][CH:3]=1.[C:12](Cl)(=[O:16])[C:13](Cl)=O, predict the reaction product. The product is: [F:1][C:2]1[CH:3]=[C:4]([C:9](=[O:11])[CH2:8][C:5]2[CH:4]=[CH:3][C:2]([F:1])=[CH:7][CH:6]=2)[CH:5]=[CH:13][C:12]=1[OH:16]. (6) Given the reactants [CH:1]1[C:13]2[CH:12]([CH2:14][O:15][C:16]([NH:18][C@@H:19]([CH2:23][S:24][CH2:25][C@H:26]([NH:41][C:42](=[O:54])[CH2:43][CH2:44][CH2:45][CH2:46][CH2:47][CH2:48][CH2:49][CH2:50][CH2:51][CH2:52][CH3:53])[CH2:27][O:28][CH2:29][CH2:30][CH2:31][CH2:32][CH2:33][CH2:34][CH2:35][CH2:36][CH2:37][CH2:38][CH2:39][CH3:40])[C:20](O)=[O:21])=[O:17])[C:11]3[C:6](=[CH:7][CH:8]=[CH:9][CH:10]=3)[C:5]=2[CH:4]=[CH:3][CH:2]=1.[NH2:55][CH2:56][CH2:57][O:58][CH2:59][CH2:60][O:61][CH2:62][CH2:63][C:64]([P:67](=[O:74])([O:71][CH2:72][CH3:73])[O:68][CH2:69][CH3:70])([F:66])[F:65], predict the reaction product. The product is: [CH2:69]([O:68][P:67]([C:64]([F:66])([F:65])[CH2:63][CH2:62][O:61][CH2:60][CH2:59][O:58][CH2:57][CH2:56][NH:55][C:20](=[O:21])[C@@H:19]([NH:18][C:16]([O:15][CH2:14][CH:12]1[C:13]2[CH:1]=[CH:2][CH:3]=[CH:4][C:5]=2[C:6]2[C:11]1=[CH:10][CH:9]=[CH:8][CH:7]=2)=[O:17])[CH2:23][S:24][CH2:25][C@H:26]([NH:41][C:42](=[O:54])[CH2:43][CH2:44][CH2:45][CH2:46][CH2:47][CH2:48][CH2:49][CH2:50][CH2:51][CH2:52][CH3:53])[CH2:27][O:28][CH2:29][CH2:30][CH2:31][CH2:32][CH2:33][CH2:34][CH2:35][CH2:36][CH2:37][CH2:38][CH2:39][CH3:40])(=[O:74])[O:71][CH2:72][CH3:73])[CH3:70]. (7) The product is: [C:7]([C:21]1[CH:20]([CH3:26])[C:19]([Cl:18])([CH3:27])[CH:24]=[CH:23][C:22]=1[Cl:25])(=[O:8])[CH3:6]. Given the reactants ClC1C=[C:6]([C:7](O)=[O:8])C(C(O)=O)=C(Cl)C=1C(O)=O.[Cl:18][C:19]1([CH3:27])[CH:24]=[CH:23][C:22]([Cl:25])=[CH:21][CH:20]1[CH3:26].[Cl-].[Al+3].[Cl-].[Cl-].C(Cl)(=O)C, predict the reaction product.